This data is from Full USPTO retrosynthesis dataset with 1.9M reactions from patents (1976-2016). The task is: Predict the reactants needed to synthesize the given product. (1) The reactants are: [CH3:1][C:2]1[C:3]([CH3:27])=[CH:4][C:5]2[N:14]([CH2:15][CH2:16][NH:17][CH2:18][CH2:19][CH2:20][C:21]([OH:23])=[O:22])[C:13]3[C:8]([C:9](=[O:25])[NH:10][C:11](=[O:24])[N:12]=3)=[N:7][C:6]=2[CH:26]=1.C(N(CC)CC)C.[C:35]([O:39][C:40](O[C:40]([O:39][C:35]([CH3:38])([CH3:37])[CH3:36])=[O:41])=[O:41])([CH3:38])([CH3:37])[CH3:36]. Given the product [C:35]([O:39][C:40]([N:17]([CH2:16][CH2:15][N:14]1[C:13]2[C:8]([C:9](=[O:25])[NH:10][C:11](=[O:24])[N:12]=2)=[N:7][C:6]2[CH:26]=[C:2]([CH3:1])[C:3]([CH3:27])=[CH:4][C:5]1=2)[CH2:18][CH2:19][CH2:20][C:21]([OH:23])=[O:22])=[O:41])([CH3:38])([CH3:37])[CH3:36], predict the reactants needed to synthesize it. (2) The reactants are: [Cl:1][C:2]1[N:7]=[C:6]([C:8]2[CH:9]=[C:10]([CH:13]=[CH:14][CH:15]=2)[CH:11]=O)[CH:5]=[CH:4][N:3]=1.[N:16]1[CH:21]=[CH:20][C:19]([CH2:22][CH2:23][NH2:24])=[CH:18][CH:17]=1. Given the product [Cl:1][C:2]1[N:7]=[C:6]([C:8]2[CH:9]=[C:10]([CH:13]=[CH:14][CH:15]=2)[CH2:11][NH:24][CH2:23][CH2:22][C:19]2[CH:20]=[CH:21][N:16]=[CH:17][CH:18]=2)[CH:5]=[CH:4][N:3]=1, predict the reactants needed to synthesize it. (3) Given the product [C:1]([N:5]1[C:9]([C:10]2[CH:15]=[CH:14][C:13]([O:16][CH3:17])=[CH:12][CH:11]=2)=[C:8]([C:18]([OH:20])=[O:19])[CH:7]=[N:6]1)([CH3:4])([CH3:2])[CH3:3], predict the reactants needed to synthesize it. The reactants are: [C:1]([N:5]1[C:9]([C:10]2[CH:15]=[CH:14][C:13]([O:16][CH3:17])=[CH:12][CH:11]=2)=[C:8]([C:18]([O:20]CC)=[O:19])[CH:7]=[N:6]1)([CH3:4])([CH3:3])[CH3:2].[OH-].[Na+]. (4) Given the product [Br:19][C:12]1[N:13]=[C:9]2[CH:8]=[CH:7][CH:6]=[C:5]([C:3]([O:2][CH3:1])=[O:4])[N:10]2[N:11]=1, predict the reactants needed to synthesize it. The reactants are: [CH3:1][O:2][C:3]([C:5]1[N:10]2[N:11]=[C:12](N)[N:13]=[C:9]2[CH:8]=[CH:7][CH:6]=1)=[O:4].N([O-])=O.[Na+].[BrH:19].